From a dataset of Full USPTO retrosynthesis dataset with 1.9M reactions from patents (1976-2016). Predict the reactants needed to synthesize the given product. Given the product [Br:15][C:6]1[N:5]=[C:4]([N+:8]([O-:10])=[O:9])[C:3]([OH:11])=[C:2]([CH3:1])[CH:7]=1, predict the reactants needed to synthesize it. The reactants are: [CH3:1][C:2]1[CH:7]=[CH:6][N:5]=[C:4]([N+:8]([O-:10])=[O:9])[C:3]=1[OH:11].C[O-].[Na+].[Br:15]Br.